From a dataset of Reaction yield outcomes from USPTO patents with 853,638 reactions. Predict the reaction yield, written as a fraction of the theoretical maximum amount of product (1.0 means a 100% yield; for example, 0.34 means a 34% yield). (1) The reactants are [N+:1]([C:4]1[CH:30]=[CH:29][C:7]([O:8][CH2:9][C:10]([O:12][CH2:13][CH2:14][O:15][C:16](=[O:28])[CH2:17][O:18][C:19]2[CH:24]=[CH:23][C:22]([N+:25]([O-])=O)=[CH:21][CH:20]=2)=[O:11])=[CH:6][CH:5]=1)([O-])=O. The catalyst is CN(C)C=O.[Pd]. The product is [NH2:25][C:22]1[CH:23]=[CH:24][C:19]([O:18][CH2:17][C:16]([O:15][CH2:14][CH2:13][O:12][C:10](=[O:11])[CH2:9][O:8][C:7]2[CH:6]=[CH:5][C:4]([NH2:1])=[CH:30][CH:29]=2)=[O:28])=[CH:20][CH:21]=1. The yield is 0.780. (2) The reactants are CS(C1C=CC2C3N=CC(C4N(C)N=NC=4C)=CC=3N([C@@H](C3CCOCC3)C3C=CC=CC=3)C=2C=1)(=O)=O.[Br:38][C:39]1[CH:51]=[N:50][C:49]2[C:48]3[C:47]([O:52][CH3:53])=[CH:46][CH:45]=[C:44]([S:54]([CH3:57])(=[O:56])=[O:55])[C:43]=3[NH:42][C:41]=2[CH:40]=1.[F:58][C:59]1[CH:64]=[CH:63][CH:62]=[CH:61][C:60]=1[C@@H:65]([CH:67]1[CH2:72][CH2:71][O:70][CH2:69][CH2:68]1)O. No catalyst specified. The product is [Br:38][C:39]1[CH:51]=[N:50][C:49]2[C:48]3[C:47]([O:52][CH3:53])=[CH:46][CH:45]=[C:44]([S:54]([CH3:57])(=[O:56])=[O:55])[C:43]=3[N:42]([C@H:65]([C:60]3[CH:61]=[CH:62][CH:63]=[CH:64][C:59]=3[F:58])[CH:67]3[CH2:72][CH2:71][O:70][CH2:69][CH2:68]3)[C:41]=2[CH:40]=1. The yield is 0.830. (3) The reactants are CN(C=O)C.Br[CH2:7][CH2:8][Cl:9].C(=O)([O-])[O-].[K+].[K+].[Br:16][C:17]1[CH:22]=[C:21]([F:23])[CH:20]=[C:19]([Br:24])[C:18]=1[OH:25]. The catalyst is C(OCC)(=O)C. The product is [Br:16][C:17]1[CH:22]=[C:21]([F:23])[CH:20]=[C:19]([Br:24])[C:18]=1[O:25][CH2:7][CH2:8][Cl:9]. The yield is 0.560.